Dataset: Peptide-MHC class I binding affinity with 185,985 pairs from IEDB/IMGT. Task: Regression. Given a peptide amino acid sequence and an MHC pseudo amino acid sequence, predict their binding affinity value. This is MHC class I binding data. (1) The peptide sequence is DPKNWWHIL. The MHC is HLA-B08:01 with pseudo-sequence HLA-B08:01. The binding affinity (normalized) is 0.121. (2) The peptide sequence is YLLNVSYLC. The MHC is HLA-A68:02 with pseudo-sequence HLA-A68:02. The binding affinity (normalized) is 0. (3) The peptide sequence is NIHNHMIKV. The binding affinity (normalized) is 0.189. The MHC is HLA-A02:01 with pseudo-sequence HLA-A02:01.